This data is from Reaction yield outcomes from USPTO patents with 853,638 reactions. The task is: Predict the reaction yield, written as a fraction of the theoretical maximum amount of product (1.0 means a 100% yield; for example, 0.34 means a 34% yield). (1) The reactants are [Cl:1][C:2]1[CH:7]=[CH:6][C:5]([C:8]2[N:9](S(C3C=CC=CC=3)(=O)=O)[CH:10]=[C:11]([C:13]([C:15]3[CH:20]=[CH:19][C:18]([F:21])=[CH:17][CH:16]=3)=[O:14])[N:12]=2)=[CH:4][CH:3]=1.[F-].C([N+](CCCC)(CCCC)CCCC)CCC.C([O-])(O)=O.[Na+]. The catalyst is C1COCC1. The product is [Cl:1][C:2]1[CH:3]=[CH:4][C:5]([C:8]2[NH:9][CH:10]=[C:11]([C:13]([C:15]3[CH:20]=[CH:19][C:18]([F:21])=[CH:17][CH:16]=3)=[O:14])[N:12]=2)=[CH:6][CH:7]=1. The yield is 0.837. (2) The reactants are [CH3:1][C:2]1[CH:7]=[CH:6][CH:5]=[C:4]([C:8]([F:11])([F:10])[F:9])[N:3]=1.[Br:12]N1C(=O)CCC1=O.N(C1(C#N)CCCCC1)=NC1(C#N)CCCCC1. The catalyst is C(Cl)(Cl)(Cl)Cl. The product is [Br:12][CH2:1][C:2]1[CH:7]=[CH:6][CH:5]=[C:4]([C:8]([F:9])([F:11])[F:10])[N:3]=1. The yield is 0.284.